This data is from Reaction yield outcomes from USPTO patents with 853,638 reactions. The task is: Predict the reaction yield, written as a fraction of the theoretical maximum amount of product (1.0 means a 100% yield; for example, 0.34 means a 34% yield). (1) The reactants are [Cl:1][C:2]1[N:7]=[N:6][C:5]([C:8]([O:10]C)=O)=[CH:4][CH:3]=1.[NH3:12]. The catalyst is CO. The product is [Cl:1][C:2]1[N:7]=[N:6][C:5]([C:8]([NH2:12])=[O:10])=[CH:4][CH:3]=1. The yield is 0.990. (2) The reactants are [H-].[Na+].[OH:3][C:4]1([C:18]([CH3:24])([CH3:23])[C:19]([O:21][CH3:22])=[O:20])[CH2:7][N:6]([C:8]([O:10][CH2:11][C:12]2[CH:17]=[CH:16][CH:15]=[CH:14][CH:13]=2)=[O:9])[CH2:5]1.[C:25](=[S:27])=[S:26].I[CH3:29]. The catalyst is O1CCCC1. The product is [CH3:22][O:21][C:19](=[O:20])[C:18]([C:4]1([O:3][C:25]([S:27][CH3:29])=[S:26])[CH2:7][N:6]([C:8]([O:10][CH2:11][C:12]2[CH:17]=[CH:16][CH:15]=[CH:14][CH:13]=2)=[O:9])[CH2:5]1)([CH3:24])[CH3:23]. The yield is 0.310. (3) The reactants are [CH2:1]([O:8][C:9]1[CH:14]=[CH:13][C:12]([N+:15]([O-:17])=[O:16])=[C:11](F)[CH:10]=1)[C:2]1[CH:7]=[CH:6][CH:5]=[CH:4][CH:3]=1.[SH:19][C:20]1[CH:25]=[CH:24][C:23]([OH:26])=[CH:22][CH:21]=1.C(=O)([O-])[O-].[Cs+].[Cs+].O. The catalyst is CN(C)C=O. The product is [CH2:1]([O:8][C:9]1[CH:14]=[CH:13][C:12]([N+:15]([O-:17])=[O:16])=[C:11]([S:19][C:20]2[CH:25]=[CH:24][C:23]([OH:26])=[CH:22][CH:21]=2)[CH:10]=1)[C:2]1[CH:7]=[CH:6][CH:5]=[CH:4][CH:3]=1. The yield is 0.940. (4) The reactants are C(OC([NH:8][C@@H:9]1[CH2:14][CH2:13][CH2:12][N:11]([C:15]2[C:20]([CH:21]3[CH2:23][CH2:22]3)=[CH:19][N:18]=[C:17]3[N:24](C(OC(C)(C)C)=O)[CH:25]=[C:26]([NH:27][C:28](=[O:35])[C:29]4[CH:34]=[CH:33][CH:32]=[N:31][CH:30]=4)[C:16]=23)[CH2:10]1)=O)(C)(C)C.C(O)(C(F)(F)F)=O.[ClH:50]. The catalyst is CCOCC. The product is [ClH:50].[NH2:8][C@@H:9]1[CH2:14][CH2:13][CH2:12][N:11]([C:15]2[C:20]([CH:21]3[CH2:22][CH2:23]3)=[CH:19][N:18]=[C:17]3[NH:24][CH:25]=[C:26]([NH:27][C:28](=[O:35])[C:29]4[CH:34]=[CH:33][CH:32]=[N:31][CH:30]=4)[C:16]=23)[CH2:10]1. The yield is 0.480. (5) The reactants are [CH3:1][C:2]1[CH:7]=[CH:6][C:5]([S:8]([O:11][CH2:12][CH:13]2[CH2:17][C:16]3[C:18]([F:23])=[CH:19][CH:20]=[C:21](Br)[C:15]=3[O:14]2)(=[O:10])=[O:9])=[CH:4][CH:3]=1.[CH3:24][C:25]1[CH:30]=[CH:29][CH:28]=[CH:27][C:26]=1B(O)O.C(=O)([O-])[O-].[K+].[K+].CC1C=CC(S(OCC2CC3C(C4C=CC=CC=4)=CC=CC=3O2)(=O)=O)=CC=1. The catalyst is CC1C=CC=CC=1[P](C1C=CC=CC=1C)([Pd](Cl)(Cl)[P](C1=C(C)C=CC=C1)(C1C=CC=CC=1C)C1C=CC=CC=1C)C1C=CC=CC=1C. The product is [CH3:1][C:2]1[CH:7]=[CH:6][C:5]([S:8]([O:11][CH2:12][CH:13]2[CH2:17][C:16]3[C:18]([F:23])=[CH:19][CH:20]=[C:21]([C:26]4[CH:27]=[CH:28][CH:29]=[CH:30][C:25]=4[CH3:24])[C:15]=3[O:14]2)(=[O:10])=[O:9])=[CH:4][CH:3]=1. The yield is 0.650.